Dataset: Reaction yield outcomes from USPTO patents with 853,638 reactions. Task: Predict the reaction yield, written as a fraction of the theoretical maximum amount of product (1.0 means a 100% yield; for example, 0.34 means a 34% yield). (1) The reactants are [Br:1][C:2]1[C:3]([C:13]2[CH:18]=[CH:17][CH:16]=[CH:15][CH:14]=2)=[CH:4][C:5]2[NH:10][C:9](=[O:11])[CH2:8][O:7][C:6]=2[N:12]=1.[C:19](=O)([O-])[O-].[K+].[K+].IC. The catalyst is CN(C)C=O.C(=O)(O)[O-].[Na+]. The product is [Br:1][C:2]1[C:3]([C:13]2[CH:18]=[CH:17][CH:16]=[CH:15][CH:14]=2)=[CH:4][C:5]2[N:10]([CH3:19])[C:9](=[O:11])[CH2:8][O:7][C:6]=2[N:12]=1. The yield is 0.746. (2) The catalyst is CN(C=O)C.C(OCC)(=O)C. The reactants are [N:1]1[CH:6]=[CH:5][CH:4]=[C:3]([C:7]2[C:8]3[CH:15]=[CH:14][C:13]([OH:16])=[CH:12][C:9]=3[S:10][CH:11]=2)[CH:2]=1.[CH2:17](I)[CH2:18][CH2:19][CH2:20][CH3:21].C(=O)([O-])[O-].[K+].[K+]. The product is [CH2:17]([O:16][C:13]1[CH:14]=[CH:15][C:8]2[C:7]([C:3]3[CH:2]=[N:1][CH:6]=[CH:5][CH:4]=3)=[CH:11][S:10][C:9]=2[CH:12]=1)[CH2:18][CH2:19][CH2:20][CH3:21]. The yield is 0.890.